Dataset: hERG Central: cardiac toxicity at 1µM, 10µM, and general inhibition. Task: Predict hERG channel inhibition at various concentrations. The compound is Cc1ccc(C)c(OCC(O)CN2C(C)CCCC2C)c1.Cl. Results: hERG_inhib (hERG inhibition (general)): blocker.